The task is: Predict the reactants needed to synthesize the given product.. This data is from Full USPTO retrosynthesis dataset with 1.9M reactions from patents (1976-2016). (1) The reactants are: [CH:1](=O)[CH3:2].ClC(Cl)C.[C:8]1([C:14]2[CH:23]=[CH:22][C:21]3[C:16](=[CH:17][C:18]([C:24]4[N:25]=[C:26]([CH2:34][CH:35]5[CH2:40][CH2:39][NH:38][CH2:37][CH2:36]5)[N:27]5[CH:32]=[CH:31][N:30]=[C:29]([NH2:33])[C:28]=45)=[CH:19][CH:20]=3)[N:15]=2)[CH:13]=[CH:12][CH:11]=[CH:10][CH:9]=1.C(O[BH-](OC(=O)C)OC(=O)C)(=O)C.[Na+]. Given the product [CH2:1]([N:38]1[CH2:39][CH2:40][CH:35]([CH2:34][C:26]2[N:27]3[CH:32]=[CH:31][N:30]=[C:29]([NH2:33])[C:28]3=[C:24]([C:18]3[CH:17]=[C:16]4[C:21]([CH:22]=[CH:23][C:14]([C:8]5[CH:9]=[CH:10][CH:11]=[CH:12][CH:13]=5)=[N:15]4)=[CH:20][CH:19]=3)[N:25]=2)[CH2:36][CH2:37]1)[CH3:2], predict the reactants needed to synthesize it. (2) Given the product [CH3:1][C:2]1[CH:12]=[CH:11][CH:10]=[CH:9][C:3]=1[O:4][CH2:5][C:6]([NH:13][C:14]1[CH:19]=[CH:18][C:17]([N:20]2[C:26](=[O:27])[CH2:25][C:24](=[O:28])[NH:23][C:22]3[C:29]4[C:34]([CH:35]=[CH:36][C:21]2=3)=[CH:33][CH:32]=[CH:31][CH:30]=4)=[CH:16][CH:15]=1)=[O:8], predict the reactants needed to synthesize it. The reactants are: [CH3:1][C:2]1[CH:12]=[CH:11][CH:10]=[CH:9][C:3]=1[O:4][CH2:5][C:6]([OH:8])=O.[NH2:13][C:14]1[CH:19]=[CH:18][C:17]([N:20]2[C:26](=[O:27])[CH2:25][C:24](=[O:28])[NH:23][C:22]3[C:29]4[C:34]([CH:35]=[CH:36][C:21]2=3)=[CH:33][CH:32]=[CH:31][CH:30]=4)=[CH:16][CH:15]=1.CC1C=CC=CC=1OCC(Cl)=O. (3) Given the product [CH:18]1([CH:23]([OH:24])[C:2]2[CH:7]=[CH:6][C:5]([C:8]3([C:11]#[N:12])[CH2:10][CH2:9]3)=[CH:4][CH:3]=2)[CH2:22][CH2:21][CH2:20][CH2:19]1, predict the reactants needed to synthesize it. The reactants are: Br[C:2]1[CH:7]=[CH:6][C:5]([C:8]2([C:11]#[N:12])[CH2:10][CH2:9]2)=[CH:4][CH:3]=1.C([Li])CCC.[CH:18]1([CH:23]=[O:24])[CH2:22][CH2:21][CH2:20][CH2:19]1. (4) Given the product [C:1]([O:5][C:6](=[O:26])[NH:7][C:8]1[CH:13]=[C:12]([N:14]2[CH2:18][CH2:17][CH2:16][CH2:15]2)[C:11]([C:19]([F:21])([F:22])[F:20])=[CH:10][C:9]=1[NH2:23])([CH3:4])([CH3:2])[CH3:3], predict the reactants needed to synthesize it. The reactants are: [C:1]([O:5][C:6](=[O:26])[NH:7][C:8]1[CH:13]=[C:12]([N:14]2[CH2:18][CH2:17][CH2:16][CH2:15]2)[C:11]([C:19]([F:22])([F:21])[F:20])=[CH:10][C:9]=1[N+:23]([O-])=O)([CH3:4])([CH3:3])[CH3:2]. (5) Given the product [CH2:6]([O:5][C:3]([C@@H:2]([NH:1][C@@H:22]([CH3:37])[C:23]([N:25]1[C@@H:33]2[C@@H:28]([CH2:29][CH2:30][CH2:31][CH2:32]2)[CH2:27][C@H:26]1[C:34]([OH:36])=[O:35])=[O:24])[CH2:8][CH2:9][CH3:10])=[O:4])[CH3:7], predict the reactants needed to synthesize it. The reactants are: [NH2:1][C@@H:2]([CH2:8][CH2:9][CH3:10])[C:3]([O:5][CH2:6][CH3:7])=[O:4].C(N(CC)CC)C.C(#N)C.Br[C@H:22]([CH3:37])[C:23]([N:25]1[C@@H:33]2[C@@H:28]([CH2:29][CH2:30][CH2:31][CH2:32]2)[CH2:27][C@H:26]1[C:34]([OH:36])=[O:35])=[O:24]. (6) Given the product [CH2:28]([C:17]1[S:14][C:13]([CH2:12][CH2:11][C:5]2[CH:6]=[CH:7][C:8]([O:9][CH3:10])=[C:3]([O:2][CH3:1])[CH:4]=2)=[N:15][C:18]=1[C:20]1[CH:25]=[CH:24][C:23]([O:26][CH3:27])=[CH:22][CH:21]=1)[C:29]1[CH:30]=[CH:31][CH:32]=[CH:33][CH:34]=1, predict the reactants needed to synthesize it. The reactants are: [CH3:1][O:2][C:3]1[CH:4]=[C:5]([CH2:11][CH2:12][C:13]([NH2:15])=[S:14])[CH:6]=[CH:7][C:8]=1[O:9][CH3:10].Br[CH:17]([CH2:28][C:29]1[CH:34]=[CH:33][CH:32]=[CH:31][CH:30]=1)[C:18]([C:20]1[CH:25]=[CH:24][C:23]([O:26][CH3:27])=[CH:22][CH:21]=1)=O.C([O-])(=O)C.[Na+]. (7) Given the product [CH2:27]([O:29][C:30]([C:32]1([C:35]2[CH:40]=[CH:39][C:38]([C:20]3[CH:21]=[CH:22][C:17]([C:16]4[O:15][N:14]=[C:13]([CH3:24])[C:12]=4[NH:11][C:10]([O:9][C@@H:7]([C:3]4[CH:2]=[C:1]([CH3:26])[CH:6]=[CH:5][CH:4]=4)[CH3:8])=[O:25])=[CH:18][CH:19]=3)=[CH:37][CH:36]=2)[CH2:33][CH2:34]1)=[O:31])[CH3:28], predict the reactants needed to synthesize it. The reactants are: [C:1]1([CH3:26])[CH:6]=[CH:5][CH:4]=[C:3]([C@H:7]([O:9][C:10](=[O:25])[NH:11][C:12]2[C:13]([CH3:24])=[N:14][O:15][C:16]=2[C:17]2[CH:22]=[CH:21][C:20](Br)=[CH:19][CH:18]=2)[CH3:8])[CH:2]=1.[CH2:27]([O:29][C:30]([C:32]1([C:35]2[CH:40]=[CH:39][C:38](B3OC(C)(C)C(C)(C)O3)=[CH:37][CH:36]=2)[CH2:34][CH2:33]1)=[O:31])[CH3:28].